Dataset: Retrosynthesis with 50K atom-mapped reactions and 10 reaction types from USPTO. Task: Predict the reactants needed to synthesize the given product. (1) Given the product Cc1cc(C2=NOC(c3cc(Cl)cc(Cl)c3)(C(F)(F)F)C2)ccc1C(=O)N(C(=O)C(C)C)c1ncc(Br)cn1, predict the reactants needed to synthesize it. The reactants are: CC(C)C(=O)Cl.Cc1cc(C2=NOC(c3cc(Cl)cc(Cl)c3)(C(F)(F)F)C2)ccc1C(=O)Nc1ncc(Br)cn1. (2) Given the product CC(C)(C)OC(=O)N1CCC[C@@H](OC(=O)c2ccc(O)cc2)[C@H](NC(=O)c2ccc(OC(=O)c3ccc(F)cc3)cc2)C1, predict the reactants needed to synthesize it. The reactants are: CC(C)(C)OC(=O)N1CCC[C@@H](OC(=O)c2ccc(OCc3ccccc3)cc2)[C@H](NC(=O)c2ccc(OC(=O)c3ccc(F)cc3)cc2)C1. (3) Given the product CC(C)(C)OC(=O)N1CCC[C@@H](Oc2cc(F)ccc2[N+](=O)[O-])C1, predict the reactants needed to synthesize it. The reactants are: CC(C)(C)OC(=O)N1CCC[C@@H](O)C1.O=[N+]([O-])c1ccc(F)cc1F. (4) The reactants are: CC1(C)CC(c2cc(-c3ccccn3)ccc2N2CCN(C(=O)OC(C)(C)C)CC2)CC(C)(C)C1. Given the product CC1(C)CC(c2cc(-c3ccccn3)ccc2N2CCNCC2)CC(C)(C)C1, predict the reactants needed to synthesize it.